Task: Predict the reactants needed to synthesize the given product.. Dataset: Full USPTO retrosynthesis dataset with 1.9M reactions from patents (1976-2016) Given the product [CH:16]1([C:19]2[O:23][N:22]=[C:21]([NH:24][CH2:25][CH2:26][NH:27][C:5](=[O:6])/[CH:4]=[CH:3]/[C:2]([F:9])([F:8])[F:1])[N:20]=2)[CH2:18][CH2:17]1, predict the reactants needed to synthesize it. The reactants are: [F:1][C:2]([F:9])([F:8])/[CH:3]=[CH:4]/[C:5](O)=[O:6].C(Cl)(=O)C(Cl)=O.[CH:16]1([C:19]2[O:23][N:22]=[C:21]([NH:24][CH2:25][CH2:26][NH2:27])[N:20]=2)[CH2:18][CH2:17]1.ClCCl.